This data is from Full USPTO retrosynthesis dataset with 1.9M reactions from patents (1976-2016). The task is: Predict the reactants needed to synthesize the given product. (1) Given the product [CH3:8][CH2:7][CH2:6][CH:11]([CH3:2])[CH3:10].[C:24]([O:26][CH2:27][CH3:30])(=[O:25])[CH3:31], predict the reactants needed to synthesize it. The reactants are: Cl[C:2]1[C:11]2[C:6](=[CH:7][C:8](O)=C(OC)[CH:10]=2)N=CN=1.OCCC1CCN([C:24]([O:26][C:27]([CH3:30])(C)C)=[O:25])CC1.[C:31]1(P(C2C=CC=CC=2)C2C=CC=CC=2)C=CC=CC=1.N(C(OC(C)C)=O)=NC(OC(C)C)=O. (2) The reactants are: [F:1][C:2]1[CH:7]=[CH:6][C:5]([C:8]2[O:9][C:10]3[CH:20]=[CH:19][C:18]([C:21]4[C:22]([CH3:33])=[CH:23][C:24]([O:31]C)=[C:25]([CH:30]=4)[C:26]([O:28][CH3:29])=[O:27])=[CH:17][C:11]=3[C:12]=2[C:13](=[O:16])[NH:14][CH3:15])=[CH:4][CH:3]=1.B(Cl)(Cl)Cl.CO. Given the product [F:1][C:2]1[CH:3]=[CH:4][C:5]([C:8]2[O:9][C:10]3[CH:20]=[CH:19][C:18]([C:21]4[C:22]([CH3:33])=[CH:23][C:24]([OH:31])=[C:25]([CH:30]=4)[C:26]([O:28][CH3:29])=[O:27])=[CH:17][C:11]=3[C:12]=2[C:13](=[O:16])[NH:14][CH3:15])=[CH:6][CH:7]=1, predict the reactants needed to synthesize it. (3) Given the product [CH3:23][C:21]1[N:22]=[C:18]([C:5]2[CH:4]=[C:3]([OH:2])[CH:8]=[C:7]([C:9]3[S:10][CH:11]=[C:12]([C:14]([F:16])([F:15])[F:17])[N:13]=3)[N:6]=2)[S:19][CH:20]=1, predict the reactants needed to synthesize it. The reactants are: C[O:2][C:3]1[CH:8]=[C:7]([C:9]2[S:10][CH:11]=[C:12]([C:14]([F:17])([F:16])[F:15])[N:13]=2)[N:6]=[C:5]([C:18]2[S:19][CH:20]=[C:21]([CH3:23])[N:22]=2)[CH:4]=1.[Cl-].[NH+]1C=CC=CC=1. (4) Given the product [Cl:12][C:13]1[CH:18]=[CH:17][C:16]([O:19][CH2:2][C:3]([CH3:5])=[O:4])=[C:15]([CH:20]2[O:21][CH2:22][CH2:23][O:24]2)[CH:14]=1, predict the reactants needed to synthesize it. The reactants are: Cl[CH2:2][C:3]([CH3:5])=[O:4].C([O-])([O-])=O.[K+].[K+].[Cl:12][C:13]1[CH:18]=[CH:17][C:16]([OH:19])=[C:15]([CH:20]2[O:24][CH2:23][CH2:22][O:21]2)[CH:14]=1. (5) Given the product [Cl:9][CH2:10][C:11]([C:6]1[CH:7]=[C:2]([Cl:1])[CH:3]=[CH:4][C:5]=1[OH:8])=[O:12], predict the reactants needed to synthesize it. The reactants are: [Cl:1][C:2]1[CH:7]=[CH:6][C:5]([OH:8])=[CH:4][CH:3]=1.[Cl:9][CH2:10][C:11](Cl)=[O:12].[Cl-].[Al+3].[Cl-].[Cl-]. (6) Given the product [C:1]([O:4][CH2:5][C:6]1([C:9]2[CH:10]=[CH:11][C:12]([C:15]3[N:20]=[C:19]4[CH:21]=[C:22]([CH2:23][C:30]5[CH:31]=[CH:32][C:33]([CH3:40])=[C:34]([CH:39]=5)[C:35]([O:37][CH3:38])=[O:36])[NH:41][C:18]4=[CH:17][C:16]=3[Cl:48])=[CH:13][CH:14]=2)[CH2:8][CH2:7]1)(=[O:3])[CH3:2], predict the reactants needed to synthesize it. The reactants are: [C:1]([O:4][CH2:5][C:6]1([C:9]2[CH:14]=[CH:13][C:12]([C:15]3[N:20]=[C:19]([C:21]#[C:22][CH:23]([C:30]4[CH:31]=[CH:32][C:33]([CH3:40])=[C:34]([CH:39]=4)[C:35]([O:37][CH3:38])=[O:36])OC(OCC)=O)[C:18]([NH:41]C(=O)C(F)(F)F)=[CH:17][C:16]=3[Cl:48])=[CH:11][CH:10]=2)[CH2:8][CH2:7]1)(=[O:3])[CH3:2].CCN(CC)CC.C(O)=O. (7) Given the product [CH2:19]([O:1][C:2]1[CH:3]=[C:4]([CH:9]=[C:10]([OH:12])[CH:11]=1)[C:5]([O:7][CH3:8])=[O:6])[C:20]1[CH:25]=[CH:24][CH:23]=[CH:22][CH:21]=1, predict the reactants needed to synthesize it. The reactants are: [OH:1][C:2]1[CH:3]=[C:4]([CH:9]=[C:10]([OH:12])[CH:11]=1)[C:5]([O:7][CH3:8])=[O:6].C(=O)([O-])[O-].[K+].[K+].[CH2:19](Br)[C:20]1[CH:25]=[CH:24][CH:23]=[CH:22][CH:21]=1. (8) Given the product [CH2:1]([O:8][C:9]([N:11]1[CH2:16][CH2:15][C:14]2[N:17]=[C:18]([NH:20][C:42](=[O:44])[CH3:43])[S:19][C:13]=2[CH:12]1[C:21]1[CH:26]=[C:25]([Cl:27])[CH:24]=[CH:23][C:22]=1[O:28][CH2:29][C:30]([O:32][CH2:33][CH3:34])=[O:31])=[O:10])[C:2]1[CH:7]=[CH:6][CH:5]=[CH:4][CH:3]=1, predict the reactants needed to synthesize it. The reactants are: [CH2:1]([O:8][C:9]([N:11]1[CH2:16][CH2:15][C:14]2[N:17]=[C:18]([NH2:20])[S:19][C:13]=2[CH:12]1[C:21]1[CH:26]=[C:25]([Cl:27])[CH:24]=[CH:23][C:22]=1[O:28][CH2:29][C:30]([O:32][CH2:33][CH3:34])=[O:31])=[O:10])[C:2]1[CH:7]=[CH:6][CH:5]=[CH:4][CH:3]=1.CCN(CC)CC.[C:42](Cl)(=[O:44])[CH3:43]. (9) Given the product [NH2:31][C@@H:32]1[CH2:36][CH2:35][N:34]([C:2]2[N:7]3[CH:8]=[C:9]([CH2:11][N:12]([CH3:23])[CH:13]4[C:22]5[N:21]=[CH:20][CH:19]=[CH:18][C:17]=5[CH2:16][CH2:15][CH2:14]4)[N:10]=[C:6]3[CH:5]=[CH:4][CH:3]=2)[CH2:33]1, predict the reactants needed to synthesize it. The reactants are: F[C:2]1[N:7]2[CH:8]=[C:9]([CH2:11][N:12]([CH3:23])[CH:13]3[C:22]4[N:21]=[CH:20][CH:19]=[CH:18][C:17]=4[CH2:16][CH2:15][CH2:14]3)[N:10]=[C:6]2[CH:5]=[CH:4][CH:3]=1.C(OC([NH:31][C@@H:32]1[CH2:36][CH2:35][NH:34][CH2:33]1)=O)(C)(C)C. (10) Given the product [C:18]([O:22][C:23](=[O:26])[CH2:24][N:13]1[C:14]2[C:10](=[CH:9][CH:8]=[C:7]([O:6][Si:5]([C:1]([CH3:4])([CH3:3])[CH3:2])([CH3:17])[CH3:16])[CH:15]=2)[CH:11]=[CH:12]1)([CH3:21])([CH3:20])[CH3:19], predict the reactants needed to synthesize it. The reactants are: [C:1]([Si:5]([CH3:17])([CH3:16])[O:6][C:7]1[CH:15]=[C:14]2[C:10]([CH:11]=[CH:12][NH:13]2)=[CH:9][CH:8]=1)([CH3:4])([CH3:3])[CH3:2].[C:18]([O:22][C:23](=[O:26])[CH2:24]Br)([CH3:21])([CH3:20])[CH3:19].C(=O)([O-])[O-].[Cs+].[Cs+].